Dataset: Reaction yield outcomes from USPTO patents with 853,638 reactions. Task: Predict the reaction yield, written as a fraction of the theoretical maximum amount of product (1.0 means a 100% yield; for example, 0.34 means a 34% yield). The reactants are [O:1]1[CH2:3][C@H:2]1[CH2:4][N:5]1[C:9](=[O:10])[C:8]2=[CH:11][CH:12]=[CH:13][CH:14]=[C:7]2[C:6]1=[O:15].[SH:16][C:17]1[S:18][C:19]2[CH:25]=[CH:24][CH:23]=[CH:22][C:20]=2[N:21]=1. The catalyst is CCO. The product is [S:18]1[C:19]2[CH:25]=[CH:24][CH:23]=[CH:22][C:20]=2[N:21]=[C:17]1[S:16][CH2:3][C@H:2]([OH:1])[CH2:4][N:5]1[C:9](=[O:10])[C:8]2=[CH:11][CH:12]=[CH:13][CH:14]=[C:7]2[C:6]1=[O:15]. The yield is 0.590.